Task: Predict the reactants needed to synthesize the given product.. Dataset: Full USPTO retrosynthesis dataset with 1.9M reactions from patents (1976-2016) Given the product [Br:27][CH:1]([C:3]1[N:12]([C:13]2[CH:14]=[CH:15][C:16]([F:19])=[CH:17][CH:18]=2)[C:11](=[O:20])[C:10]2[C:5](=[CH:6][CH:7]=[CH:8][C:9]=2[CH3:21])[N:4]=1)[CH3:2], predict the reactants needed to synthesize it. The reactants are: [CH2:1]([C:3]1[N:12]([C:13]2[CH:18]=[CH:17][C:16]([F:19])=[CH:15][CH:14]=2)[C:11](=[O:20])[C:10]2[C:5](=[CH:6][CH:7]=[CH:8][C:9]=2[CH3:21])[N:4]=1)[CH3:2].C([O-])(=O)C.[Na+].[Br:27]Br.O.